From a dataset of Catalyst prediction with 721,799 reactions and 888 catalyst types from USPTO. Predict which catalyst facilitates the given reaction. Product: [OH:42][CH2:41][C@@H:20]([NH:8][CH2:9][C@H:10]([OH:19])[CH2:11][O:12][C:13]1[CH:14]=[CH:15][CH:16]=[CH:17][CH:18]=1)[CH2:21][C:22]1[CH:23]=[CH:24][C:25]([NH:28][C:29](=[O:40])[C:30]2[CH:39]=[CH:38][C:33]([C:34]([NH:36][CH3:37])=[O:35])=[CH:32][CH:31]=2)=[CH:26][CH:27]=1. The catalyst class is: 19. Reactant: C([N:8]([C@H:20]([CH2:41][OH:42])[CH2:21][C:22]1[CH:27]=[CH:26][C:25]([NH:28][C:29](=[O:40])[C:30]2[CH:39]=[CH:38][C:33]([C:34]([NH:36][CH3:37])=[O:35])=[CH:32][CH:31]=2)=[CH:24][CH:23]=1)[CH2:9][C@H:10]([OH:19])[CH2:11][O:12][C:13]1[CH:18]=[CH:17][CH:16]=[CH:15][CH:14]=1)C1C=CC=CC=1.